The task is: Predict which catalyst facilitates the given reaction.. This data is from Catalyst prediction with 721,799 reactions and 888 catalyst types from USPTO. (1) Reactant: [C:1]([C:4]1[C:22](=[O:23])[C@@:8]2([CH3:24])[C:9]3[C:15]([OH:16])=[CH:14][C:13]([O:17][CH3:18])=[C:12]([C:19]([NH2:21])=[O:20])[C:10]=3[O:11][C:7]2=[CH:6][C:5]=1[OH:25])(=[O:3])[CH3:2].C(=O)[C:27]1[CH:32]=[CH:31][CH:30]=[C:29]([O:33][CH3:34])[CH:28]=1.[CH2:36]([SiH](CC)CC)C.FC(F)(F)C(O)=O. Product: [C:1]([C:4]1[C:22](=[O:23])[C@@:8]2([CH3:24])[C:9]3[C:15]([OH:16])=[CH:14][C:13]([O:17][CH3:18])=[C:12]([C:19]([NH:21][CH2:36][C:28]4[CH:27]=[CH:32][CH:31]=[CH:30][C:29]=4[O:33][CH3:34])=[O:20])[C:10]=3[O:11][C:7]2=[CH:6][C:5]=1[OH:25])(=[O:3])[CH3:2]. The catalyst class is: 11. (2) Reactant: [NH2:1][C:2]1[CH:3]=[CH:4][C:5]2[N:9]=[CH:8][N:7]([CH:10]([C:17]3[CH:22]=[CH:21][CH:20]=[CH:19][CH:18]=3)[CH2:11][C:12]([O:14][CH2:15][CH3:16])=[O:13])[C:6]=2[CH:23]=1.C(N(CC)CC)C.[N+:31]([C:34]1[CH:35]=[C:36]([CH:40]=[CH:41][CH:42]=1)[C:37](Cl)=[O:38])([O-:33])=[O:32]. Product: [N+:31]([C:34]1[CH:35]=[C:36]([CH:40]=[CH:41][CH:42]=1)[C:37]([NH:1][C:2]1[CH:3]=[CH:4][C:5]2[N:9]=[CH:8][N:7]([CH:10]([C:17]3[CH:18]=[CH:19][CH:20]=[CH:21][CH:22]=3)[CH2:11][C:12]([O:14][CH2:15][CH3:16])=[O:13])[C:6]=2[CH:23]=1)=[O:38])([O-:33])=[O:32]. The catalyst class is: 154. (3) Reactant: [CH3:1][S:2][C:3]1[N:4]=[CH:5][C:6]2[C:15](=[O:16])[N:14]([C:17]3[CH:18]=[C:19]([C:23]4[O:27][C:26](=[O:28])[NH:25][N:24]=4)[CH:20]=[CH:21][CH:22]=3)[CH2:13][C@H:12]3[N:8]([CH2:9][CH2:10][CH2:11]3)[C:7]=2[N:29]=1.C(=O)([O-])[O-].[K+].[K+].Cl[CH2:37][C:38](=[O:40])[CH3:39].O. Product: [CH3:1][S:2][C:3]1[N:4]=[CH:5][C:6]2[C:15](=[O:16])[N:14]([C:17]3[CH:18]=[C:19]([C:23]4[O:27][C:26](=[O:28])[N:25]([CH2:37][C:38](=[O:40])[CH3:39])[N:24]=4)[CH:20]=[CH:21][CH:22]=3)[CH2:13][C@H:12]3[N:8]([CH2:9][CH2:10][CH2:11]3)[C:7]=2[N:29]=1. The catalyst class is: 3. (4) The catalyst class is: 9. Reactant: [CH3:1][C:2]1[N:3]=[CH:4][NH:5][CH:6]=1.[OH-].[K+].Cl[C:10]1[C:15]([N+:16]([O-:18])=[O:17])=[CH:14][CH:13]=[C:12]([O:19][CH3:20])[N:11]=1. Product: [CH3:20][O:19][C:12]1[N:11]=[C:10]([N:5]2[CH:6]=[C:2]([CH3:1])[N:3]=[CH:4]2)[C:15]([N+:16]([O-:18])=[O:17])=[CH:14][CH:13]=1. (5) Reactant: [C:1]([O:5][C:6]([N:8]1[CH2:13][CH2:12][CH:11](NCC(C)C)[CH2:10][CH2:9]1)=[O:7])([CH3:4])([CH3:3])[CH3:2].ClCC1N=CSC=1.[I-].[Na+].C(=O)([O-])[O-].[K+].[K+]. Product: [C:1]([O:5][C:6]([N:8]1[CH2:13][CH2:12][CH2:11][CH2:10][CH2:9]1)=[O:7])([CH3:4])([CH3:2])[CH3:3]. The catalyst class is: 288. (6) Reactant: [Br:1][C:2]1[CH:7]=[CH:6][C:5]([C:8](=O)[CH2:9][CH2:10][CH2:11][CH2:12][CH2:13][CH2:14][CH2:15][CH2:16][CH3:17])=[C:4](F)[CH:3]=1.C([O-])([O-])=O.[K+].[K+].[SH:26][CH2:27][C:28]([O:30][CH2:31][CH3:32])=[O:29]. Product: [Br:1][C:2]1[CH:7]=[CH:6][C:5]2[C:8]([CH2:9][CH2:10][CH2:11][CH2:12][CH2:13][CH2:14][CH2:15][CH2:16][CH3:17])=[C:27]([C:28]([O:30][CH2:31][CH3:32])=[O:29])[S:26][C:4]=2[CH:3]=1. The catalyst class is: 3.